This data is from Full USPTO retrosynthesis dataset with 1.9M reactions from patents (1976-2016). The task is: Predict the reactants needed to synthesize the given product. (1) Given the product [Br:17][C:13]1[CH:12]=[C:11]([NH:10][C:9]2[C:4]3[CH:3]=[C:2]([NH:1][C:27](=[O:31])[C:28]([CH3:30])=[CH2:29])[N:19]=[CH:18][C:5]=3[N:6]=[CH:7][N:8]=2)[CH:16]=[CH:15][CH:14]=1, predict the reactants needed to synthesize it. The reactants are: [NH2:1][C:2]1[N:19]=[CH:18][C:5]2[N:6]=[CH:7][N:8]=[C:9]([NH:10][C:11]3[CH:16]=[CH:15][CH:14]=[C:13]([Br:17])[CH:12]=3)[C:4]=2[CH:3]=1.CCN(CC)CC.[C:27](Cl)(=[O:31])[C:28]([CH3:30])=[CH2:29].CCOC(C)=O.C(Cl)Cl. (2) Given the product [CH3:20][O:19][C:16]1[CH:15]=[CH:14][C:13]([C:10]2[CH:11]=[CH:12][C:7]([C:5]([OH:6])=[O:4])=[CH:8][CH:9]=2)=[CH:18][CH:17]=1, predict the reactants needed to synthesize it. The reactants are: [OH-].[Na+].C[O:4][C:5]([C:7]1[CH:12]=[CH:11][C:10]([C:13]2[CH:18]=[CH:17][C:16]([O:19][CH3:20])=[CH:15][CH:14]=2)=[CH:9][CH:8]=1)=[O:6].O.Cl. (3) Given the product [CH3:12][O:11][C:5]1[CH:4]=[CH:3][C:2]([O:20][CH3:18])=[CH:7][C:6]=1[B:8]([OH:10])[OH:9], predict the reactants needed to synthesize it. The reactants are: F[C:2]1[CH:3]=[CH:4][C:5]([O:11][CH3:12])=[C:6]([B:8]([OH:10])[OH:9])[CH:7]=1.BrC1C=[C:18]([O:20]C)C=CC=1OC.[Li]CCCC.COB(OC)OC.